Task: Regression. Given a peptide amino acid sequence and an MHC pseudo amino acid sequence, predict their binding affinity value. This is MHC class II binding data.. Dataset: Peptide-MHC class II binding affinity with 134,281 pairs from IEDB (1) The binding affinity (normalized) is 0.278. The peptide sequence is KGELIDQLGVRDKEAGVALR. The MHC is DRB1_0901 with pseudo-sequence DRB1_0901. (2) The binding affinity (normalized) is 0. The peptide sequence is LELKKLGEVSWEEEA. The MHC is HLA-DQA10501-DQB10303 with pseudo-sequence HLA-DQA10501-DQB10303.